From a dataset of Reaction yield outcomes from USPTO patents with 853,638 reactions. Predict the reaction yield, written as a fraction of the theoretical maximum amount of product (1.0 means a 100% yield; for example, 0.34 means a 34% yield). (1) The reactants are CO[C:3]([C:5]1[N:6]([CH3:25])[N:7]=[C:8]([O:10][CH2:11][C:12]2[C:13]([C:18]3[CH:23]=[CH:22][C:21]([F:24])=[CH:20][CH:19]=3)=[N:14][O:15][C:16]=2[CH3:17])[CH:9]=1)=[O:4].[NH2:26][CH:27]1[CH2:32][CH2:31][O:30][CH2:29][CH2:28]1. No catalyst specified. The product is [O:30]1[CH2:31][CH2:32][CH:27]([NH:26][C:3]([C:5]2[N:6]([CH3:25])[N:7]=[C:8]([O:10][CH2:11][C:12]3[C:13]([C:18]4[CH:23]=[CH:22][C:21]([F:24])=[CH:20][CH:19]=4)=[N:14][O:15][C:16]=3[CH3:17])[CH:9]=2)=[O:4])[CH2:28][CH2:29]1. The yield is 0.410. (2) The reactants are [CH3:1][NH:2][C:3]1[CH:17]=[CH:16][C:6]([O:7][C:8]2[CH:13]=[CH:12][N:11]=[C:10]([C:14]#[N:15])[CH:9]=2)=[CH:5][C:4]=1[N+:18]([O-])=O.C([O-])([O-])=O.[Na+].[Na+].[O-]S(S([O-])=O)=O.[Na+].[Na+].CC(OO)=O. The catalyst is CCO.O. The product is [CH3:1][NH:2][C:3]1[CH:17]=[CH:16][C:6]([O:7][C:8]2[CH:13]=[CH:12][N:11]=[C:10]([C:14]#[N:15])[CH:9]=2)=[CH:5][C:4]=1[NH2:18]. The yield is 0.760.